This data is from Full USPTO retrosynthesis dataset with 1.9M reactions from patents (1976-2016). The task is: Predict the reactants needed to synthesize the given product. Given the product [NH2:15][C:7]1[C:6]([C:4]([C:19]2[C:20]([O:26][CH3:27])=[CH:21][C:22]([F:25])=[C:23]([F:24])[C:18]=2[F:17])=[O:5])=[CH:11][N:10]=[C:9]([S:12][CH2:13][CH3:14])[N:8]=1, predict the reactants needed to synthesize it. The reactants are: CON(C)[C:4]([C:6]1[C:7]([NH2:15])=[N:8][C:9]([S:12][CH2:13][CH3:14])=[N:10][CH:11]=1)=[O:5].[F:17][C:18]1[CH:19]=[C:20]([O:26][CH3:27])[CH:21]=[C:22]([F:25])[C:23]=1[F:24].